The task is: Predict which catalyst facilitates the given reaction.. This data is from Catalyst prediction with 721,799 reactions and 888 catalyst types from USPTO. Reactant: [Cl:1]C(OC(Cl)=O)C.C([N:15]1[CH2:20][CH2:19][C@H:18]([C:21]2[CH:26]=[CH:25][C:24]([Br:27])=[CH:23][CH:22]=2)[C@H:17]([CH3:28])[CH2:16]1)C1C=CC=CC=1.C(=O)(O)[O-].[K+]. Product: [ClH:1].[Br:27][C:24]1[CH:25]=[CH:26][C:21]([C@H:18]2[CH2:19][CH2:20][NH:15][CH2:16][C@H:17]2[CH3:28])=[CH:22][CH:23]=1. The catalyst class is: 2.